Dataset: Forward reaction prediction with 1.9M reactions from USPTO patents (1976-2016). Task: Predict the product of the given reaction. Given the reactants CCCCCC[CH2:7][CH2:8][CH2:9][CH2:10][CH2:11][CH2:12][CH2:13][CH2:14][CH2:15][CH2:16][CH2:17][C:18]([O:20][CH2:21]C(O)[C@H]1OC[C@H](O)[C@H]1O)=[O:19].CC(=CCCC(=CC=[O:41])C)C.C(N)COP(O)(O)=O, predict the reaction product. The product is: [CH3:7][CH2:8]/[CH:9]=[CH:10]\[CH2:11][CH:12]1[C:13](=[O:41])[CH2:14][CH2:15][CH:16]1[CH2:17][C:18]([O:20][CH3:21])=[O:19].